From a dataset of Catalyst prediction with 721,799 reactions and 888 catalyst types from USPTO. Predict which catalyst facilitates the given reaction. Reactant: [BH4-].[Na+].[Cl:3][C:4]1[CH:5]=[CH:6][C:7]([O:12][CH2:13][CH:14]([CH3:16])[CH3:15])=[C:8]([CH:11]=1)[CH:9]=[O:10]. Product: [Cl:3][C:4]1[CH:5]=[CH:6][C:7]([O:12][CH2:13][CH:14]([CH3:16])[CH3:15])=[C:8]([CH2:9][OH:10])[CH:11]=1. The catalyst class is: 8.